Dataset: Reaction yield outcomes from USPTO patents with 853,638 reactions. Task: Predict the reaction yield, written as a fraction of the theoretical maximum amount of product (1.0 means a 100% yield; for example, 0.34 means a 34% yield). (1) The yield is 0.510. The reactants are [BH4-].[Na+].[C:3]([C:6]1[CH:10]=[C:9]([C:11]([NH:13][C@@H:14]([CH3:31])[CH2:15][N:16]2[CH:20]=[C:19]([Cl:21])[C:18]([C:22]3[CH:27]=[CH:26][C:25]([C:28]#[N:29])=[C:24]([Cl:30])[CH:23]=3)=[N:17]2)=[O:12])[NH:8][N:7]=1)(=[O:5])[CH3:4].Cl. The catalyst is C(O)C.O. The product is [Cl:21][C:19]1[C:18]([C:22]2[CH:27]=[CH:26][C:25]([C:28]#[N:29])=[C:24]([Cl:30])[CH:23]=2)=[N:17][N:16]([CH2:15][C@@H:14]([NH:13][C:11]([C:9]2[NH:8][N:7]=[C:6]([CH:3]([OH:5])[CH3:4])[CH:10]=2)=[O:12])[CH3:31])[CH:20]=1. (2) The catalyst is C1(C)C=CC=CC=1. The product is [CH3:14][O:13][C:11]1[CH:10]=[C:9]([CH2:15][CH2:16][C:17]2[CH:18]=[C:19]([NH:22][C:36]([C:33]3[CH:32]=[N:31][C:30]([C:27]4[CH2:28][CH2:29][N:24]([CH3:23])[CH2:25][CH:26]=4)=[CH:35][N:34]=3)=[O:37])[NH:20][N:21]=2)[CH:8]=[C:7]([O:6][CH3:5])[CH:12]=1. The yield is 0.240. The reactants are C[Al](C)C.[CH3:5][O:6][C:7]1[CH:8]=[C:9]([CH2:15][CH2:16][C:17]2[CH:18]=[C:19]([NH2:22])[NH:20][N:21]=2)[CH:10]=[C:11]([O:13][CH3:14])[CH:12]=1.[CH3:23][N:24]1[CH2:29][CH:28]=[C:27]([C:30]2[N:31]=[CH:32][C:33]([C:36](OC)=[O:37])=[N:34][CH:35]=2)[CH2:26][CH2:25]1. (3) The reactants are [NH2:1][C:2]1[CH:3]=[CH:4][CH:5]=[C:6]2[C:10]=1[N:9]([CH2:11][O:12][CH3:13])[C:8]([C:14]([O:16][CH2:17][CH3:18])=[O:15])=[CH:7]2.[Cl:19]N1C(=O)CCC1=O.CN(C)C=O. The catalyst is O. The product is [NH2:1][C:2]1[CH:3]=[CH:4][C:5]([Cl:19])=[C:6]2[C:10]=1[N:9]([CH2:11][O:12][CH3:13])[C:8]([C:14]([O:16][CH2:17][CH3:18])=[O:15])=[CH:7]2. The yield is 0.250. (4) The catalyst is C1COCC1. The product is [C:1]([O:5][C:6]([N:8]([CH:22]([CH3:24])[CH3:23])[CH2:9][CH:10]([C:15]1[CH:20]=[CH:19][C:18]([Cl:21])=[CH:17][CH:16]=1)[C:11]([O-:13])=[O:12])=[O:7])([CH3:3])([CH3:4])[CH3:2].[K+:30]. The reactants are [C:1]([O:5][C:6]([N:8]([CH:22]([CH3:24])[CH3:23])[CH2:9][CH:10]([C:15]1[CH:20]=[CH:19][C:18]([Cl:21])=[CH:17][CH:16]=1)[C:11]([O:13]C)=[O:12])=[O:7])([CH3:4])([CH3:3])[CH3:2].C[Si](C)(C)[O-].[K+:30]. The yield is 1.05. (5) The reactants are [C:1]([OH:8])(=O)[CH2:2][CH2:3][CH2:4][C:5]#[CH:6].C(N(CC)CC)C.CC(C)(C)C(Cl)=O.[Cl-].[Li+].[CH2:25]([C@H:32]1[CH2:36][O:35][C:34](=[O:37])[NH:33]1)[C:26]1[CH:31]=[CH:30][CH:29]=[CH:28][CH:27]=1. The catalyst is O1CCCC1. The product is [CH2:25]([C@H:32]1[CH2:36][O:35][C:34](=[O:37])[N:33]1[C:1](=[O:8])[CH2:2][CH2:3][CH2:4][C:5]#[CH:6])[C:26]1[CH:27]=[CH:28][CH:29]=[CH:30][CH:31]=1. The yield is 0.930. (6) The product is [Br:21][CH2:2][C:3]1[CH:4]=[C:5]([N:9]([CH2:17][CH2:18][CH3:19])[C:10](=[O:16])[O:11][C:12]([CH3:15])([CH3:14])[CH3:13])[CH:6]=[CH:7][CH:8]=1. The yield is 0.490. The catalyst is C(Cl)Cl. The reactants are O[CH2:2][C:3]1[CH:4]=[C:5]([N:9]([CH2:17][CH2:18][CH3:19])[C:10](=[O:16])[O:11][C:12]([CH3:15])([CH3:14])[CH3:13])[CH:6]=[CH:7][CH:8]=1.C(Br)(Br)(Br)[Br:21].C1(P(C2C=CC=CC=2)C2C=CC=CC=2)C=CC=CC=1. (7) The reactants are [F:1][C:2]([F:18])([F:17])[CH2:3][O:4][C:5]1[CH:6]=[N:7][C:8]2[C:9](=[N:15]O)[CH2:10][CH2:11][CH2:12][C:13]=2[CH:14]=1. The catalyst is [Pd].CO. The product is [F:18][C:2]([F:1])([F:17])[CH2:3][O:4][C:5]1[CH:6]=[N:7][C:8]2[CH:9]([NH2:15])[CH2:10][CH2:11][CH2:12][C:13]=2[CH:14]=1. The yield is 0.430.